Dataset: Forward reaction prediction with 1.9M reactions from USPTO patents (1976-2016). Task: Predict the product of the given reaction. (1) Given the reactants C(OC([N:8]1[C:16]2[C:11](=[CH:12][CH:13]=[C:14]([Cl:17])[CH:15]=2)/[C:10](=[CH:18]/[C:19]2[CH:24]=[C:23]([Cl:25])[CH:22]=[CH:21][C:20]=2[O:26][C:27]2([C:31]([O:33][CH3:34])=[O:32])[CH2:30][CH2:29][CH2:28]2)/[C:9]1=[O:35])=O)(C)(C)C.[F:36][C:37]1[CH:38]=[CH:39][C:40]([CH3:52])=[C:41]([CH:43]=[N:44][C:45]([O:47][Si](C)(C)C)=[CH2:46])[CH:42]=1.C(O)(C(F)(F)F)=O, predict the reaction product. The product is: [Cl:17][C:14]1[CH:15]=[C:16]2[NH:8][C:9](=[O:35])[C:10]3([CH:18]([C:19]4[CH:24]=[C:23]([Cl:25])[CH:22]=[CH:21][C:20]=4[O:26][C:27]4([C:31]([O:33][CH3:34])=[O:32])[CH2:30][CH2:29][CH2:28]4)[CH2:46][C:45](=[O:47])[NH:44][CH:43]3[C:41]3[CH:42]=[C:37]([F:36])[CH:38]=[CH:39][C:40]=3[CH3:52])[C:11]2=[CH:12][CH:13]=1. (2) The product is: [Cl:12][C:13]1[CH:14]=[C:15]([C:3]2[CH:8]=[CH:7][CH:6]=[C:5]([C:9](=[O:11])[CH3:10])[CH:4]=2)[CH:16]=[C:17]([Cl:19])[CH:18]=1. Given the reactants O.Br[C:3]1[CH:4]=[C:5]([C:9](=[O:11])[CH3:10])[CH:6]=[CH:7][CH:8]=1.[Cl:12][C:13]1[CH:14]=[C:15](B(O)O)[CH:16]=[C:17]([Cl:19])[CH:18]=1.C(=O)([O-])[O-].[Na+].[Na+], predict the reaction product. (3) Given the reactants [C:1]([N:4]1[CH2:9][CH2:8][N:7]2[N:10]=[C:11]([NH:13][C:14]3[C:15](=[O:22])[N:16]([CH3:21])[CH:17]=[C:18](Br)[CH:19]=3)[CH:12]=[C:6]2[CH2:5]1)(=[O:3])[CH3:2].[C:23]([O:26][CH2:27][C:28]1[C:33](B2OC(C)(C)C(C)(C)O2)=[CH:32][CH:31]=[CH:30][C:29]=1[N:43]1[CH2:55][CH2:54][N:46]2[C:47]3[CH2:48][CH2:49][CH2:50][CH2:51][C:52]=3[CH:53]=[C:45]2[C:44]1=[O:56])(=[O:25])[CH3:24].COCCOC.C(=O)([O-])[O-].[Na+].[Na+], predict the reaction product. The product is: [C:23]([O:26][CH2:27][C:28]1[C:29]([N:43]2[CH2:55][CH2:54][N:46]3[C:47]4[CH2:48][CH2:49][CH2:50][CH2:51][C:52]=4[CH:53]=[C:45]3[C:44]2=[O:56])=[CH:30][CH:31]=[CH:32][C:33]=1[C:18]1[CH:19]=[C:14]([NH:13][C:11]2[CH:12]=[C:6]3[CH2:5][N:4]([C:1](=[O:3])[CH3:2])[CH2:9][CH2:8][N:7]3[N:10]=2)[C:15](=[O:22])[N:16]([CH3:21])[CH:17]=1)(=[O:25])[CH3:24]. (4) Given the reactants Br[C:2]1[CH:7]=[CH:6][N:5]=[C:4]2[NH:8][C:9]([C:11]3[CH:12]=[N:13][N:14]([CH3:16])[CH:15]=3)=[N:10][C:3]=12.[CH3:17][C:18]1[CH:36]=[C:35](B2OC(C)(C)C(C)(C)O2)[CH:34]=[CH:33][C:19]=1[CH2:20][NH:21][C:22]([C:24]1[O:28]N=C(C(C)(C)C)[N:25]=1)=[O:23].P([O-])([O-])([O-])=O.[K+].[K+].[K+].C([O-])(=O)C.[Na+].C(#N)C, predict the reaction product. The product is: [CH3:17][C:18]1[CH:36]=[C:35]([C:2]2[CH:7]=[CH:6][N:5]=[C:4]3[NH:8][C:9]([C:11]4[CH:12]=[N:13][N:14]([CH3:16])[CH:15]=4)=[N:10][C:3]=23)[CH:34]=[CH:33][C:19]=1[CH2:20][NH:21][C:22](=[O:23])[C:24]([NH2:25])=[O:28]. (5) Given the reactants [Cl:1][C:2]1[CH:3]=[CH:4][C:5]([O:35][C:36]([F:39])([F:38])[F:37])=[C:6]([C:8]2[C:13]([C:14]#[N:15])=[CH:12][N:11]([CH:16]([CH3:33])[C:17]([NH:19][C:20]3[CH:32]=[CH:31][C:23]([C:24]([O:26]C(C)(C)C)=[O:25])=[CH:22][CH:21]=3)=[O:18])[C:10](=[O:34])[CH:9]=2)[CH:7]=1.C(O)(C(F)(F)F)=O, predict the reaction product. The product is: [Cl:1][C:2]1[CH:3]=[CH:4][C:5]([O:35][C:36]([F:39])([F:37])[F:38])=[C:6]([C:8]2[C:13]([C:14]#[N:15])=[CH:12][N:11]([CH:16]([CH3:33])[C:17]([NH:19][C:20]3[CH:32]=[CH:31][C:23]([C:24]([OH:26])=[O:25])=[CH:22][CH:21]=3)=[O:18])[C:10](=[O:34])[CH:9]=2)[CH:7]=1.